Dataset: Forward reaction prediction with 1.9M reactions from USPTO patents (1976-2016). Task: Predict the product of the given reaction. (1) The product is: [C:1]1([CH2:7][N:8]2[C:16](=[O:15])[N:11]3[CH2:10][CH:9]2[CH2:14][CH2:13][CH2:12]3)[CH:2]=[CH:3][CH:4]=[CH:5][CH:6]=1. Given the reactants [C:1]1([CH2:7][NH:8][CH:9]2[CH2:14][CH2:13][CH2:12][NH:11][CH2:10]2)[CH:6]=[CH:5][CH:4]=[CH:3][CH:2]=1.[O:15]=[C:16](Cl)OC(Cl)(Cl)Cl, predict the reaction product. (2) Given the reactants [C:1]([O:5][C:6]([N:8]1[C:21]2[C:13](=[CH:14][C:15]3[CH2:16][O:17][CH2:18][C:19]=3[CH:20]=2)[C@@H:12]([N:22]([CH2:28][C:29]2[CH:34]=[C:33]([C:35]([F:38])([F:37])[F:36])[CH:32]=[C:31]([C:39]([F:42])([F:41])[F:40])[CH:30]=2)[C:23]2[N:24]=[N:25][NH:26][N:27]=2)[CH2:11][CH2:10][CH2:9]1)=[O:7])([CH3:4])([CH3:3])[CH3:2].CO.[C:45]1(P(C2C=CC=CC=2)C2C=CC=CC=2)C=CC=CC=1.N(C(OCC)=O)=NC(OCC)=O, predict the reaction product. The product is: [C:1]([O:5][C:6]([N:8]1[C:21]2[C:13](=[CH:14][C:15]3[CH2:16][O:17][CH2:18][C:19]=3[CH:20]=2)[C@@H:12]([N:22]([CH2:28][C:29]2[CH:30]=[C:31]([C:39]([F:40])([F:41])[F:42])[CH:32]=[C:33]([C:35]([F:36])([F:37])[F:38])[CH:34]=2)[C:23]2[N:24]=[N:25][N:26]([CH3:45])[N:27]=2)[CH2:11][CH2:10][CH2:9]1)=[O:7])([CH3:4])([CH3:2])[CH3:3]. (3) Given the reactants [F:1][C:2]([F:16])([F:15])[CH2:3][O:4][C:5]1[CH:10]=[CH:9][C:8]([CH2:11][C:12]([OH:14])=[O:13])=[CH:7][CH:6]=1.C[Si]([N-][Si](C)(C)C)(C)C.[Na+].[Cl:27][CH2:28][CH2:29][CH2:30][CH2:31]I, predict the reaction product. The product is: [Cl:27][CH2:28][CH2:29][CH2:30][CH2:31][CH:11]([C:8]1[CH:7]=[CH:6][C:5]([O:4][CH2:3][C:2]([F:15])([F:16])[F:1])=[CH:10][CH:9]=1)[C:12]([OH:14])=[O:13]. (4) Given the reactants [CH3:1][C:2]1[CH:7]=[CH:6][C:5]([C:8]2[N:12]([C:13]3[CH:18]=[CH:17][C:16]([S:19](O)(=[O:21])=[O:20])=[CH:15][CH:14]=3)[N:11]=[C:10]([C:23]([F:26])([F:25])[F:24])[CH:9]=2)=[CH:4][CH:3]=1.[Cl:27]CCl, predict the reaction product. The product is: [CH3:1][C:2]1[CH:7]=[CH:6][C:5]([C:8]2[N:12]([C:13]3[CH:18]=[CH:17][C:16]([S:19]([Cl:27])(=[O:21])=[O:20])=[CH:15][CH:14]=3)[N:11]=[C:10]([C:23]([F:26])([F:25])[F:24])[CH:9]=2)=[CH:4][CH:3]=1. (5) The product is: [CH3:1][O:3][C:4](=[O:14])[C:5]1[CH:10]=[C:9]([Cl:11])[C:8]([O:12][CH2:24][CH:25]2[CH2:27][CH2:26]2)=[C:7]([Cl:13])[CH:6]=1. Given the reactants [CH2:1]([O:3][C:4](=[O:14])[C:5]1[CH:10]=[C:9]([Cl:11])[C:8]([OH:12])=[C:7]([Cl:13])[CH:6]=1)C.[Na+].[I-].C([O-])([O-])=O.[K+].[K+].Br[CH2:24][CH:25]1[CH2:27][CH2:26]1, predict the reaction product. (6) Given the reactants [CH3:1][C:2]1[CH:11]=[C:10]([CH2:12][O:13][C:14]2[CH:19]=[CH:18][C:17]([S:20]([NH:23][C@H:24]3[CH2:28][N:27]([CH2:29][C:30]#[CH:31])[CH2:26][C@H:25]3[C:32](OC(C)(C)C)=[O:33])(=[O:22])=[O:21])=[CH:16][CH:15]=2)[C:9]2[C:4](=[CH:5][CH:6]=[CH:7][CH:8]=2)[N:3]=1.FC(F)(F)C(O)=O.[NH2:46][OH:47], predict the reaction product. The product is: [OH:47][NH:46][C:32]([C@H:25]1[C@@H:24]([NH:23][S:20]([C:17]2[CH:16]=[CH:15][C:14]([O:13][CH2:12][C:10]3[C:9]4[C:4](=[CH:5][CH:6]=[CH:7][CH:8]=4)[N:3]=[C:2]([CH3:1])[CH:11]=3)=[CH:19][CH:18]=2)(=[O:22])=[O:21])[CH2:28][N:27]([CH2:29][C:30]#[CH:31])[CH2:26]1)=[O:33]. (7) Given the reactants Br[C:2]1[CH:3]=[C:4]2[C:9](=[CH:10][CH:11]=1)[C:8](=[O:12])[NH:7][N:6]=[C:5]2[Cl:13].[S:14]1[CH:18]=[CH:17][C:16]([C:19]2[CH:20]=[C:21]([CH:24]=[CH:25][CH:26]=2)[CH2:22][NH2:23])=[CH:15]1.C1C=CC(P(C2C(C3C(P(C4C=CC=CC=4)C4C=CC=CC=4)=CC=C4C=3C=CC=C4)=C3C(C=CC=C3)=CC=2)C2C=CC=CC=2)=CC=1.CC([O-])(C)C.[Na+], predict the reaction product. The product is: [Cl:13][C:5]1[C:4]2[C:9](=[CH:10][CH:11]=[C:2]([NH:23][CH2:22][C:21]3[CH:24]=[CH:25][CH:26]=[C:19]([C:16]4[CH:17]=[CH:18][S:14][CH:15]=4)[CH:20]=3)[CH:3]=2)[C:8](=[O:12])[NH:7][N:6]=1.